Dataset: NCI-60 drug combinations with 297,098 pairs across 59 cell lines. Task: Regression. Given two drug SMILES strings and cell line genomic features, predict the synergy score measuring deviation from expected non-interaction effect. Drug 1: CC1=C(C(=CC=C1)Cl)NC(=O)C2=CN=C(S2)NC3=CC(=NC(=N3)C)N4CCN(CC4)CCO. Drug 2: CC12CCC3C(C1CCC2OP(=O)(O)O)CCC4=C3C=CC(=C4)OC(=O)N(CCCl)CCCl.[Na+]. Cell line: MCF7. Synergy scores: CSS=-9.05, Synergy_ZIP=4.48, Synergy_Bliss=0.874, Synergy_Loewe=-9.10, Synergy_HSA=-7.63.